This data is from Full USPTO retrosynthesis dataset with 1.9M reactions from patents (1976-2016). The task is: Predict the reactants needed to synthesize the given product. Given the product [N+:13]([C:9]1[CH:10]=[CH:11][CH:12]=[C:3]2[C:4]=1[C:5](=[O:7])[N:36]([CH2:35][CH2:34][C:25]1[CH:26]=[CH:27][C:28]3[C:33](=[CH:32][CH:31]=[CH:30][CH:29]=3)[N:24]=1)[CH2:2]2)([O-:15])=[O:14], predict the reactants needed to synthesize it. The reactants are: Br[CH2:2][C:3]1[CH:12]=[CH:11][CH:10]=[C:9]([N+:13]([O-:15])=[O:14])[C:4]=1[C:5]([O:7]C)=O.C([O-])([O-])=O.[K+].[K+].Cl.Cl.[N:24]1[C:33]2[C:28](=[CH:29][CH:30]=[CH:31][CH:32]=2)[CH:27]=[CH:26][C:25]=1[CH2:34][CH2:35][NH2:36].